Dataset: M1 muscarinic receptor antagonist screen with 61,756 compounds. Task: Binary Classification. Given a drug SMILES string, predict its activity (active/inactive) in a high-throughput screening assay against a specified biological target. (1) The drug is Brc1oc(C(=O)N2C(c3c(NC(=O)C2)ccc(Cl)c3)c2ccccc2)cc1. The result is 0 (inactive). (2) The molecule is Brc1cc(C(=O)NCc2ncccc2)coc1=O. The result is 0 (inactive). (3) The molecule is S(=O)(=O)(N(CC)CC)c1ccc(cc1)c1oc(SCC(=O)c2ccc(OC)cc2)nn1. The result is 0 (inactive). (4) The result is 1 (active). The molecule is O=C(Nc1ccc(CN2CCCCCCC2)cc1)C. (5) The compound is OC1(c2c(NC1=O)cccc2)CC(=O)c1c(cc(c(c1)C)C)C. The result is 0 (inactive). (6) The drug is O(CCCn1c2nc3c(nc2c(c1N)C(OCCOC)=O)cccc3)CCCC. The result is 1 (active).